This data is from Reaction yield outcomes from USPTO patents with 853,638 reactions. The task is: Predict the reaction yield, written as a fraction of the theoretical maximum amount of product (1.0 means a 100% yield; for example, 0.34 means a 34% yield). (1) The reactants are Br[C:2]1[CH:7]=[CH:6][CH:5]=[C:4]([CH2:8][O:9][Si:10]([C:13]([CH3:16])([CH3:15])[CH3:14])([CH3:12])[CH3:11])[N:3]=1.[NH:17]1[CH2:22][CH2:21][O:20][CH2:19][CH2:18]1.C1(P(C2C=CC=CC=2)CCCP(C2C=CC=CC=2)C2C=CC=CC=2)C=CC=CC=1.N#N.CC(C)([O-])C.[Na+]. The yield is 0.720. The catalyst is C1(C)C=CC=CC=1.C1C=CC(/C=C/C(/C=C/C2C=CC=CC=2)=O)=CC=1.C1C=CC(/C=C/C(/C=C/C2C=CC=CC=2)=O)=CC=1.C1C=CC(/C=C/C(/C=C/C2C=CC=CC=2)=O)=CC=1.[Pd].[Pd].CCOCC. The product is [Si:10]([O:9][CH2:8][C:4]1[N:3]=[C:2]([N:17]2[CH2:22][CH2:21][O:20][CH2:19][CH2:18]2)[CH:7]=[CH:6][CH:5]=1)([C:13]([CH3:16])([CH3:15])[CH3:14])([CH3:12])[CH3:11]. (2) The reactants are [CH:1]([C:3]1[CH:4]=[C:5]([N:9]2[C:13]([C:14]([NH:16][CH2:17][C:18]3[CH:23]=[CH:22][CH:21]=[CH:20][C:19]=3[O:24][CH3:25])=[O:15])=[CH:12][C:11]([C:26]([F:29])([F:28])[F:27])=[N:10]2)[CH:6]=[CH:7][CH:8]=1)=[O:2].[CH3:30][Mg]Br. The catalyst is C1COCC1. The product is [OH:2][CH:1]([C:3]1[CH:4]=[C:5]([N:9]2[C:13]([C:14]([NH:16][CH2:17][C:18]3[CH:23]=[CH:22][CH:21]=[CH:20][C:19]=3[O:24][CH3:25])=[O:15])=[CH:12][C:11]([C:26]([F:28])([F:29])[F:27])=[N:10]2)[CH:6]=[CH:7][CH:8]=1)[CH3:30]. The yield is 0.870. (3) The reactants are O[C:2]1([C:15]2[CH:20]=[C:19]([C:21]([F:24])([F:23])[F:22])[CH:18]=[CH:17][N:16]=2)[CH2:7][CH2:6][N:5]([C:8]([O:10][C:11]([CH3:14])([CH3:13])[CH3:12])=[O:9])[CH2:4][CH2:3]1.S(Cl)(Cl)=O. The catalyst is N1C=CC=CC=1. The product is [F:24][C:21]([F:22])([F:23])[C:19]1[CH:18]=[CH:17][N:16]=[C:15]([C:2]2[CH2:7][CH2:6][N:5]([C:8]([O:10][C:11]([CH3:12])([CH3:14])[CH3:13])=[O:9])[CH2:4][CH:3]=2)[CH:20]=1. The yield is 0.530. (4) The reactants are [CH:1]1([N:7]2[C:12]([OH:13])=[C:11]([C:14]([NH:16][CH2:17][C:18]([O:20]CC)=[O:19])=[O:15])[C:10](=[O:23])[NH:9][C:8]2=[O:24])[CH2:6][CH2:5][CH2:4][CH2:3][CH2:2]1.C(=O)([O-])[O-].[K+].[K+].[F:31][C:32]1[CH:39]=[C:38]([F:40])[CH:37]=[C:36]([F:41])[C:33]=1[CH2:34]Br.Cl. The catalyst is CN(C)C=O. The product is [CH:1]1([N:7]2[C:12]([OH:13])=[C:11]([C:14]([NH:16][CH2:17][C:18]([OH:20])=[O:19])=[O:15])[C:10](=[O:23])[N:9]([CH2:34][C:33]3[C:32]([F:31])=[CH:39][C:38]([F:40])=[CH:37][C:36]=3[F:41])[C:8]2=[O:24])[CH2:2][CH2:3][CH2:4][CH2:5][CH2:6]1. The yield is 0.530.